Dataset: Full USPTO retrosynthesis dataset with 1.9M reactions from patents (1976-2016). Task: Predict the reactants needed to synthesize the given product. (1) Given the product [C:1]1([CH2:21][C:20]([O:23][CH2:24][CH3:25])=[O:22])[C:10]2[C:5](=[CH:6][CH:7]=[CH:8][CH:9]=2)[CH:4]=[CH:3][CH:2]=1, predict the reactants needed to synthesize it. The reactants are: [C:1]1(B(O)O)[C:10]2[C:5](=[CH:6][CH:7]=[CH:8][CH:9]=2)[CH:4]=[CH:3][CH:2]=1.CCCCCC.[C:20]([O:23][CH2:24][CH3:25])(=[O:22])[CH3:21]. (2) Given the product [F:26][C:2]1([F:1])[CH2:7][CH2:6][CH:5]([C:8]2[S:25][C:11]3[N:12]=[C:13]([CH3:24])[N:14]=[C:15]([CH2:16][N:17]([CH3:30])[C:18]([CH3:23])([CH3:22])[CH2:19][O:20][CH3:21])[C:10]=3[CH:9]=2)[CH2:4][CH2:3]1, predict the reactants needed to synthesize it. The reactants are: [F:1][C:2]1([F:26])[CH2:7][CH2:6][CH:5]([C:8]2[S:25][C:11]3[N:12]=[C:13]([CH3:24])[N:14]=[C:15]([CH2:16][NH:17][C:18]([CH3:23])([CH3:22])[CH2:19][O:20][CH3:21])[C:10]=3[CH:9]=2)[CH2:4][CH2:3]1.N1(CO)C2C=CC=C[C:30]=2N=N1.ClCCCl.[BH-](OC(C)=O)(OC(C)=O)OC(C)=O.[Na+]. (3) Given the product [CH3:43][C:44]1[CH:45]=[C:46]([NH:47][C:19]([C:17]2[CH:16]=[CH:15][C:12]3[N:13]([CH3:14])[C:9]([C:3]4[C:4]([Cl:8])=[CH:5][CH:6]=[CH:7][C:2]=4[Cl:1])=[N:10][C:11]=3[CH:18]=2)=[O:20])[CH:48]=[CH:49][C:50]=1[CH3:51], predict the reactants needed to synthesize it. The reactants are: [Cl:1][C:2]1[CH:7]=[CH:6][CH:5]=[C:4]([Cl:8])[C:3]=1[C:9]1[N:13]([CH3:14])[C:12]2[CH:15]=[CH:16][C:17]([C:19](O)=[O:20])=[CH:18][C:11]=2[N:10]=1.CCN=C=NCCCN(C)C.C1C=CC2N(O)N=NC=2C=1.[CH3:43][C:44]1[CH:45]=[C:46]([CH:48]=[CH:49][C:50]=1[CH3:51])[NH2:47]. (4) Given the product [ClH:23].[CH3:11][CH:10]([CH3:12])[CH2:9][CH:8]([NH2:7])[CH2:13][S:14]([C:17]1[NH:21][CH:20]=[N:19][N:18]=1)(=[O:16])=[O:15], predict the reactants needed to synthesize it. The reactants are: C(OC(=O)[NH:7][C@H:8]([CH2:13][S:14]([C:17]1[NH:21][CH:20]=[N:19][N:18]=1)(=[O:16])=[O:15])[CH2:9][CH:10]([CH3:12])[CH3:11])(C)(C)C.[ClH:23]. (5) Given the product [CH3:1][O:2][C:3]1[CH:8]=[CH:7][CH:6]=[CH:5][C:4]=1[C:9]1[CH:14]=[CH:13][C:12]([C:15]([OH:17])=[O:16])=[CH:11][C:10]=1[CH3:19], predict the reactants needed to synthesize it. The reactants are: [CH3:1][O:2][C:3]1[CH:8]=[CH:7][CH:6]=[CH:5][C:4]=1[C:9]1[CH:14]=[CH:13][C:12]([C:15]([O:17]C)=[O:16])=[CH:11][C:10]=1[CH3:19].[OH-].[Na+]. (6) Given the product [CH3:1][O:2][C:3](=[O:29])[C:4]1[CH:9]=[CH:8][C:7]([CH3:10])=[C:6]([N:11]2[CH:16]=[CH:15][N:14]=[C:13]([NH:17][C:18]([CH3:20])([C:21]3[CH:26]=[CH:25][CH:24]=[CH:23][C:22]=3[O:27][CH2:37][CH2:38][N:39]([CH3:50])[C:40]([O:41][CH2:42][C:43]3[CH:48]=[CH:47][CH:46]=[CH:45][CH:44]=3)=[O:49])[CH3:19])[C:12]2=[O:28])[CH:5]=1, predict the reactants needed to synthesize it. The reactants are: [CH3:1][O:2][C:3](=[O:29])[C:4]1[CH:9]=[CH:8][C:7]([CH3:10])=[C:6]([N:11]2[CH:16]=[CH:15][N:14]=[C:13]([NH:17][C:18]([C:21]3[CH:26]=[CH:25][CH:24]=[CH:23][C:22]=3[OH:27])([CH3:20])[CH3:19])[C:12]2=[O:28])[CH:5]=1.C(=O)([O-])[O-].[K+].[K+].Cl[CH2:37][CH2:38][N:39]([CH3:50])[C:40](=[O:49])[O:41][CH2:42][C:43]1[CH:48]=[CH:47][CH:46]=[CH:45][CH:44]=1. (7) Given the product [C:29]([O:23][C@@H:22]([CH3:24])[C@@H:21]([C:25]([O:27][CH3:28])=[O:26])[NH:20][C:1]([C:8]1[CH:13]=[CH:12][CH:11]=[CH:10][CH:9]=1)([C:14]1[CH:15]=[CH:16][CH:17]=[CH:18][CH:19]=1)[C:2]1[CH:3]=[CH:4][CH:5]=[CH:6][CH:7]=1)(=[O:36])[C:30]1[CH:35]=[CH:34][CH:33]=[CH:32][CH:31]=1, predict the reactants needed to synthesize it. The reactants are: [C:1]([NH:20][C@H:21]([C:25]([O:27][CH3:28])=[O:26])[C@@H:22]([CH3:24])[OH:23])([C:14]1[CH:19]=[CH:18][CH:17]=[CH:16][CH:15]=1)([C:8]1[CH:13]=[CH:12][CH:11]=[CH:10][CH:9]=1)[C:2]1[CH:7]=[CH:6][CH:5]=[CH:4][CH:3]=1.[C:29](O)(=[O:36])[C:30]1[CH:35]=[CH:34][CH:33]=[CH:32][CH:31]=1.C1(P(C2C=CC=CC=2)C2C=CC=CC=2)C=CC=CC=1.CCOC(/N=N/C(OCC)=O)=O.C1(C)C=CC=CC=1.C([O-])(O)=O.[Na+]. (8) Given the product [C:1]([O:5][C:6]([C:8]1[S:9][C:10]([CH2:13][Cl:21])=[CH:11][CH:12]=1)=[O:7])([CH3:4])([CH3:3])[CH3:2], predict the reactants needed to synthesize it. The reactants are: [C:1]([O:5][C:6]([C:8]1[S:9][C:10]([CH:13]=O)=[CH:11][CH:12]=1)=[O:7])([CH3:4])([CH3:3])[CH3:2].[BH4-].[Na+].CS([Cl:21])(=O)=O.C(N(C(C)C)CC)(C)C. (9) Given the product [F:35][C:23]1[CH:24]=[C:25]([N:28]2[CH2:33][CH2:32][O:31][CH2:30][C:29]2=[O:34])[CH:26]=[CH:27][C:22]=1[NH:21][C:3]([CH:5]1[CH2:6][CH:7]([CH2:11][NH:12][C:13]([C:15]2[S:16][C:17]([Cl:20])=[CH:18][CH:19]=2)=[O:14])[CH:8]([OH:10])[CH2:9]1)=[O:4], predict the reactants needed to synthesize it. The reactants are: CO[C:3]([CH:5]1[CH2:9][CH:8]([OH:10])[CH:7]([CH2:11][NH:12][C:13]([C:15]2[S:16][C:17]([Cl:20])=[CH:18][CH:19]=2)=[O:14])[CH2:6]1)=[O:4].[NH2:21][C:22]1[CH:27]=[CH:26][C:25]([N:28]2[CH2:33][CH2:32][O:31][CH2:30][C:29]2=[O:34])=[CH:24][C:23]=1[F:35].